Predict the reactants needed to synthesize the given product. From a dataset of Full USPTO retrosynthesis dataset with 1.9M reactions from patents (1976-2016). (1) The reactants are: [Br:1]N1C(=O)CCC1=O.[CH2:9]([N:13]1[CH:17]([CH:18]([Br:20])[Br:19])[CH:16]=[C:15]([CH2:21][CH2:22][CH2:23][CH2:24][CH2:25][CH3:26])[C:14]1=[O:27])[CH2:10][CH2:11][CH3:12].C(OOC(=O)C1C=CC=CC=1)(=O)C1C=CC=CC=1. Given the product [Br:1][CH:21]([C:15]1[C:14](=[O:27])[N:13]([CH2:9][CH2:10][CH2:11][CH3:12])[C:17](=[C:18]([Br:19])[Br:20])[CH:16]=1)[CH2:22][CH2:23][CH2:24][CH2:25][CH3:26], predict the reactants needed to synthesize it. (2) Given the product [CH3:31][N:29]([CH3:30])[C:27](=[O:28])[C:26]1[CH:32]=[CH:33][C:23]([CH2:22][O:1][C:2]2[CH:7]=[CH:6][C:5]([C:8]([N:10]3[CH2:14][CH2:13][CH2:12][C@H:11]3[CH2:15][N:16]3[CH2:17][CH2:18][CH2:19][CH2:20]3)=[O:9])=[CH:4][CH:3]=2)=[CH:24][CH:25]=1, predict the reactants needed to synthesize it. The reactants are: [OH:1][C:2]1[CH:7]=[CH:6][C:5]([C:8]([N:10]2[CH2:14][CH2:13][CH2:12][C@H:11]2[CH2:15][N:16]2[CH2:20][CH2:19][CH2:18][CH2:17]2)=[O:9])=[CH:4][CH:3]=1.Cl[CH2:22][C:23]1[CH:33]=[CH:32][C:26]([C:27]([N:29]([CH3:31])[CH3:30])=[O:28])=[CH:25][CH:24]=1. (3) The reactants are: C(OC(C1[C:12]2[NH:13][C:14]3[CH:15]=[C:16]([N:20]([CH2:28][C:29]4[CH:34]=[CH:33][CH:32]=[CH:31][CH:30]=4)[CH2:21][C:22]4[CH:27]=[CH:26][CH:25]=[CH:24][CH:23]=4)[CH:17]=[CH:18][C:19]=3[C:11]=2[C:10](C)(C)[CH2:9][NH:8]C=1)=O)C.C(Br)C1C=CC=CC=1.NC1C=C2C(C(CC#N)=CN2)=CC=1.C(=O)([O-])[O-].[K+].[K+].[I-].[Na+]. Given the product [CH2:28]([N:20]([CH2:21][C:22]1[CH:27]=[CH:26][CH:25]=[CH:24][CH:23]=1)[C:16]1[CH:15]=[C:14]2[C:19]([C:11]([CH2:10][C:9]#[N:8])=[CH:12][NH:13]2)=[CH:18][CH:17]=1)[C:29]1[CH:30]=[CH:31][CH:32]=[CH:33][CH:34]=1, predict the reactants needed to synthesize it. (4) The reactants are: Cl[C:2]1[CH:7]=[C:6]([O:8][CH3:9])[N:5]=[C:4]([N:10]2[CH2:14][CH2:13][CH2:12][C@H:11]2[C:15]2[O:19][N:18]=[C:17]([C:20]3[N:25]=[CH:24][CH:23]=[CH:22][N:21]=3)[CH:16]=2)[N:3]=1.[NH2:26][C:27]1[N:31](C(OC(C)(C)C)=O)[N:30]=[C:29]([CH3:39])[CH:28]=1.C(=O)([O-])[O-].[Cs+].[Cs+]. Given the product [CH3:9][O:8][C:6]1[N:5]=[C:4]([N:10]2[CH2:14][CH2:13][CH2:12][C@H:11]2[C:15]2[O:19][N:18]=[C:17]([C:20]3[N:25]=[CH:24][CH:23]=[CH:22][N:21]=3)[CH:16]=2)[N:3]=[C:2]([NH:26][C:27]2[CH:28]=[C:29]([CH3:39])[NH:30][N:31]=2)[CH:7]=1, predict the reactants needed to synthesize it. (5) Given the product [Cl:7][C:8]1[CH:15]=[C:14]([N:16]([CH2:17][C:18]2[CH:23]=[CH:22][CH:21]=[CH:20][C:19]=2[CH3:24])[C@H:25]2[CH2:29][C:28](=[O:30])[N:27]([CH2:31][CH:32]=[O:35])[CH2:26]2)[CH:13]=[CH:12][C:9]=1[C:10]#[N:11], predict the reactants needed to synthesize it. The reactants are: I([O-])(=O)(=O)=O.[Na+].[Cl:7][C:8]1[CH:15]=[C:14]([N:16]([C@H:25]2[CH2:29][C:28](=[O:30])[N:27]([CH2:31][CH:32]([OH:35])CO)[CH2:26]2)[CH2:17][C:18]2[CH:23]=[CH:22][CH:21]=[CH:20][C:19]=2[CH3:24])[CH:13]=[CH:12][C:9]=1[C:10]#[N:11]. (6) Given the product [CH3:1][C:2]1[CH:3]=[C:4]2[N:5]([CH:21]=[N:20][C:19]3[CH:18]=[CH:17][S:16][C:15]=32)[N:6]=1, predict the reactants needed to synthesize it. The reactants are: [CH3:1][C:2]1[N:6](COCC[Si](C)(C)C)[N:5]=[C:4]([C:15]2[S:16][CH:17]=[CH:18][C:19]=2[NH:20][C:21](=O)OC(C)(C)C)[CH:3]=1.FC(F)(F)C(O)=O.COC(OC)N(C)C. (7) Given the product [NH2:7][C:8]1[CH:9]=[C:10]([Cl:19])[N:11]=[CH:12][C:13]=1[CH2:14][OH:15], predict the reactants needed to synthesize it. The reactants are: [H-].[Al+3].[Li+].[H-].[H-].[H-].[NH2:7][C:8]1[C:13]([C:14](OCC)=[O:15])=[CH:12][N:11]=[C:10]([Cl:19])[CH:9]=1.